The task is: Predict which catalyst facilitates the given reaction.. This data is from Catalyst prediction with 721,799 reactions and 888 catalyst types from USPTO. (1) Reactant: N(C(OC(C)C)=O)=NC(OC(C)C)=O.[C:15]([O:26][CH3:27])(=[O:25])[C:16]1[CH:24]=[CH:23][C:21]([OH:22])=[C:18]([O:19][CH3:20])[CH:17]=1.[C:28]([O:33][CH3:34])(=[O:32])[C@@H:29]([CH3:31])O.C1(P(C2C=CC=CC=2)C2C=CC=CC=2)C=CC=CC=1. Product: [CH3:27][O:26][C:15](=[O:25])[C:16]1[CH:24]=[CH:23][C:21]([O:22][C@H:29]([C:28]([O:33][CH3:34])=[O:32])[CH3:31])=[C:18]([O:19][CH3:20])[CH:17]=1. The catalyst class is: 7. (2) Reactant: [F:1][C:2]1[C:3]([CH2:30][CH2:31][C:32]2[S:33][CH:34]=[C:35]([CH:37]([CH3:39])[CH3:38])[N:36]=2)=[CH:4][C:5]2[N:6]([CH:29]=1)[C:7](=[O:28])[C:8](/[CH:19]=[CH:20]/[C:21]([O:23][C:24]([CH3:27])([CH3:26])[CH3:25])=[O:22])=[C:9]([N:11]1[CH2:16][CH2:15][CH2:14][CH:13](C=O)[CH2:12]1)[N:10]=2.[OH:40]C1CCCN(C2N=C3C=C(OCC4SC=C(C(C)C)N=4)C=CN3C(=O)C=2/C=C/C(OC(C)(C)C)=O)C1.C[O-].[Na+].O. The catalyst class is: 5. Product: [F:1][C:2]1[C:3]([CH2:30][CH2:31][C:32]2[S:33][CH:34]=[C:35]([CH:37]([CH3:39])[CH3:38])[N:36]=2)=[CH:4][C:5]2[N:6]([CH:29]=1)[C:7](=[O:28])[C:8](/[CH:19]=[CH:20]/[C:21]([O:23][C:24]([CH3:27])([CH3:26])[CH3:25])=[O:22])=[C:9]([N:11]1[CH2:16][CH2:15][CH2:14][CH:13]([OH:40])[CH2:12]1)[N:10]=2.